Dataset: Catalyst prediction with 721,799 reactions and 888 catalyst types from USPTO. Task: Predict which catalyst facilitates the given reaction. (1) Reactant: [NH2:1][C:2]1[CH:7]=[C:6]([Cl:8])[CH:5]=[CH:4][C:3]=1[SH:9].Cl[CH2:11][C:12]1[N:17]=[CH:16][CH:15]=[CH:14][N:13]=1.C([O-])([O-])=O.[K+].[K+]. Product: [Cl:8][C:6]1[CH:5]=[CH:4][C:3]([S:9][CH2:11][C:12]2[N:17]=[CH:16][CH:15]=[CH:14][N:13]=2)=[C:2]([CH:7]=1)[NH2:1]. The catalyst class is: 3. (2) Reactant: [F:1][C:2]([F:14])([F:13])[C:3]1[CH:8]=[CH:7][C:6]([CH2:9][C:10]([OH:12])=[O:11])=[CH:5][CH:4]=1.OS(O)(=O)=O.[CH3:20][CH2:21]O. Product: [F:1][C:2]([F:13])([F:14])[C:3]1[CH:4]=[CH:5][C:6]([CH2:9][C:10]([O:12][CH2:20][CH3:21])=[O:11])=[CH:7][CH:8]=1. The catalyst class is: 25.